Task: Predict which catalyst facilitates the given reaction.. Dataset: Catalyst prediction with 721,799 reactions and 888 catalyst types from USPTO Reactant: [F:1][C:2]([F:17])([F:16])[C:3]1[CH:8]=[CH:7][C:6]([C:9]2[N:14]=[N:13][C:12]([NH2:15])=[CH:11][CH:10]=2)=[CH:5][CH:4]=1.[H-].[Na+].CS(O[CH:25]([C:29]1[CH:39]=[CH:38][C:32]([C:33]([O:35][CH2:36][CH3:37])=[O:34])=[CH:31][CH:30]=1)[CH2:26][CH2:27][CH3:28])(=O)=O. Product: [F:17][C:2]([F:1])([F:16])[C:3]1[CH:4]=[CH:5][C:6]([C:9]2[N:14]=[N:13][C:12]([NH:15][CH:25]([C:29]3[CH:39]=[CH:38][C:32]([C:33]([O:35][CH2:36][CH3:37])=[O:34])=[CH:31][CH:30]=3)[CH2:26][CH2:27][CH3:28])=[CH:11][CH:10]=2)=[CH:7][CH:8]=1. The catalyst class is: 42.